This data is from Reaction yield outcomes from USPTO patents with 853,638 reactions. The task is: Predict the reaction yield, written as a fraction of the theoretical maximum amount of product (1.0 means a 100% yield; for example, 0.34 means a 34% yield). (1) The reactants are [CH2:1]([O:3][C:4](=[O:21])[C:5]1[CH:10]=[CH:9][C:8]([N:11]=[CH:12][C:13]2[CH:18]=[C:17]([Br:19])[CH:16]=[CH:15][C:14]=2[F:20])=[CH:7][CH:6]=1)[CH3:2].O.[O-]S(C(F)(F)F)(=O)=O.[Yb+3].[O-]S(C(F)(F)F)(=O)=O.[O-]S(C(F)(F)F)(=O)=O.[CH:48](=[O:52])[CH:49]([CH3:51])[CH3:50].O. The catalyst is O1CCCC1. The product is [CH2:1]([O:3][C:4]([C:5]1[CH:10]=[C:9]2[C:8](=[CH:7][CH:6]=1)[NH:11][CH:12]([C:13]1[CH:18]=[C:17]([Br:19])[CH:16]=[CH:15][C:14]=1[F:20])[C:49]([CH3:51])([CH3:50])[CH:48]2[OH:52])=[O:21])[CH3:2]. The yield is 1.00. (2) The reactants are [CH:1]([C:3]1[CH:8]=[CH:7][C:6](/[CH:9]=[CH:10]/[C:11]([O:13][CH2:14][CH3:15])=[O:12])=[CH:5][CH:4]=1)=[O:2]. The catalyst is [Pd].C(O)C. The product is [OH:2][CH2:1][C:3]1[CH:8]=[CH:7][C:6]([CH2:9][CH2:10][C:11]([O:13][CH2:14][CH3:15])=[O:12])=[CH:5][CH:4]=1. The yield is 0.760. (3) The reactants are [Br:1][C:2]1[CH:3]=[CH:4][CH:5]=[C:6]2[C:11]=1[N:10]=[C:9](SC)[N:8]([C:14]1[CH:19]=[CH:18][CH:17]=[CH:16][N:15]=1)[C:7]2=[O:20].ClC1C=C(C=CC=1)C(OO)=O.[CH:32]([NH2:35])([CH3:34])[CH3:33]. The catalyst is C(Cl)Cl.C([O-])(O)=O.[Na+].O. The product is [Br:1][C:2]1[CH:3]=[CH:4][CH:5]=[C:6]2[C:11]=1[N:10]=[C:9]([NH:35][CH:32]([CH3:34])[CH3:33])[N:8]([C:14]1[CH:19]=[CH:18][CH:17]=[CH:16][N:15]=1)[C:7]2=[O:20]. The yield is 0.300.